Dataset: Reaction yield outcomes from USPTO patents with 853,638 reactions. Task: Predict the reaction yield, written as a fraction of the theoretical maximum amount of product (1.0 means a 100% yield; for example, 0.34 means a 34% yield). (1) The reactants are [CH3:1][N:2]([CH3:7])[CH2:3][CH2:4][NH:5][CH3:6].F[C:9]1[C:14]([N+:15]([O-:17])=[O:16])=[CH:13][C:12]([NH:18][C:19]2[N:24]=[C:23]([C:25]3[C:33]4[C:28](=[CH:29][CH:30]=[CH:31][CH:32]=4)[N:27]([CH3:34])[CH:26]=3)[CH:22]=[CH:21][N:20]=2)=[C:11]([O:35][CH3:36])[CH:10]=1.ClC1C(C2C3C(=CC=CC=3)N(C)C=2)=NC(NC2C=C([N+]([O-])=O)C(F)=CC=2OC)=NC=1.CCN(C(C)C)C(C)C. The catalyst is FC(F)(F)CO. The product is [CH3:1][N:2]([CH3:7])[CH2:3][CH2:4][N:5]([CH3:6])[C:9]1[C:14]([N+:15]([O-:17])=[O:16])=[CH:13][C:12]([NH:18][C:19]2[N:24]=[C:23]([C:25]3[C:33]4[C:28](=[CH:29][CH:30]=[CH:31][CH:32]=4)[N:27]([CH3:34])[CH:26]=3)[CH:22]=[CH:21][N:20]=2)=[C:11]([O:35][CH3:36])[CH:10]=1. The yield is 0.620. (2) The reactants are [Si]([O:8][CH2:9][C@@H:10]([N:19]1[C:24](=[O:25])[CH:23]=[C:22](I)[CH:21]=[N:20]1)[C:11]1[CH:16]=[CH:15][C:14]([Cl:17])=[C:13]([F:18])[CH:12]=1)(C(C)(C)C)(C)C.[CH3:27][S:28][C:29]1[N:34]=[C:33]([Sn](CCCC)(CCCC)CCCC)[CH:32]=[CH:31][N:30]=1. The catalyst is CN1C(=O)CCC1.C(OCC)(=O)C.[Cu]I.Cl[Pd](Cl)([P](C1C=CC=CC=1)(C1C=CC=CC=1)C1C=CC=CC=1)[P](C1C=CC=CC=1)(C1C=CC=CC=1)C1C=CC=CC=1. The product is [Cl:17][C:14]1[CH:15]=[CH:16][C:11]([C@H:10]([N:19]2[C:24](=[O:25])[CH:23]=[C:22]([C:31]3[CH:32]=[CH:33][N:34]=[C:29]([S:28][CH3:27])[N:30]=3)[CH:21]=[N:20]2)[CH2:9][OH:8])=[CH:12][C:13]=1[F:18]. The yield is 0.790. (3) The reactants are [Cl:1][C:2]1[CH:11]=[CH:10][CH:9]=[C:8]2[C:3]=1[CH2:4][CH2:5][C:6]([NH2:15])([C:12]([OH:14])=[O:13])[CH2:7]2.C(N(CC)CC)C.[C:23](=O)([O:39]N1C(=O)CCC1=O)[O:24][CH2:25][CH:26]1[C:38]2[CH:37]=[CH:36][CH:35]=[CH:34][C:33]=2[C:32]2[C:27]1=[CH:28][CH:29]=[CH:30][CH:31]=2. The catalyst is C(#N)C.O. The product is [C:23]([CH:7]1[C:8]2[C:3](=[C:2]([Cl:1])[CH:11]=[CH:10][CH:9]=2)[CH2:4][CH2:5][C:6]1([NH2:15])[C:12]([OH:14])=[O:13])([O:24][CH2:25][CH:26]1[C:27]2[C:32](=[CH:31][CH:30]=[CH:29][CH:28]=2)[C:33]2[C:38]1=[CH:37][CH:36]=[CH:35][CH:34]=2)=[O:39]. The yield is 0.680.